From a dataset of Orexin1 receptor HTS with 218,158 compounds and 233 confirmed actives. Binary Classification. Given a drug SMILES string, predict its activity (active/inactive) in a high-throughput screening assay against a specified biological target. (1) The molecule is O=C1N(N=C(CC1)/C=C\c1ccc(cc1)C)C. The result is 0 (inactive). (2) The molecule is S(=O)(=O)(Nc1noc(c1)C)c1ccc(NC(=O)C(Oc2ccccc2)CC)cc1. The result is 0 (inactive). (3) The compound is O(C(C(=O)NC1CCCC1)C)C(=O)CN1C(=O)c2c(C1=O)cccc2. The result is 0 (inactive). (4) The molecule is S(CC(=O)N1CCCCC1)c1oc(nn1)COc1ccc(C(C)C)cc1. The result is 0 (inactive). (5) The drug is O(CCn1c2c(n(c(=O)[nH]c2=O)C)nc1NN)c1ccccc1. The result is 0 (inactive).